From a dataset of CYP1A2 inhibition data for predicting drug metabolism from PubChem BioAssay. Regression/Classification. Given a drug SMILES string, predict its absorption, distribution, metabolism, or excretion properties. Task type varies by dataset: regression for continuous measurements (e.g., permeability, clearance, half-life) or binary classification for categorical outcomes (e.g., BBB penetration, CYP inhibition). Dataset: cyp1a2_veith. (1) The compound is CN1CCN(c2ncc3nc(-c4cc(F)cc(F)c4)c(=O)n(C4CC4)c3n2)CC1. The result is 1 (inhibitor). (2) The compound is O=C(Nc1cccc(F)c1)N1CCC2(CC1)CCN(C(=O)c1cc(C(F)(F)F)cc(C(F)(F)F)c1)CC2. The result is 1 (inhibitor). (3) The drug is C#CCCCO/N=C1/C[C@@H](O)[C@@H](O)[C@@H]2[C@@H]3C(=O)N(CCC(=O)OCC)C(=O)[C@H]3CC[C@@H]12. The result is 0 (non-inhibitor). (4) The molecule is C[C@H]1CC[C@]2(OC1)O[C@@H]1C[C@@H]3[C@@H]4CC[C@H]5C[C@@H](O)CC[C@]5(C)[C@@H]4CC(=O)[C@@]3(C)[C@H]1[C@@H]2C. The result is 0 (non-inhibitor). (5) The compound is O=C(NCCc1ccccc1)c1noc2c1CCc1ccccc1-2. The result is 1 (inhibitor).